The task is: Predict which catalyst facilitates the given reaction.. This data is from Catalyst prediction with 721,799 reactions and 888 catalyst types from USPTO. Reactant: [CH2:1]([O:8][C@@H:9]1[C@@H:15]([CH2:16][O:17][CH2:18][C:19]2[CH:24]=[CH:23][CH:22]=[CH:21][CH:20]=2)[O:14][CH:12]([OH:13])[CH2:11][C@H:10]1[OH:25])[C:2]1[CH:7]=[CH:6][CH:5]=[CH:4][CH:3]=1.O.Br.C(=O)([O-])[O-].[Na+].[Na+]. Product: [CH2:1]([O:8][C@H:9]([C@@H:15]([CH2:16][O:17][CH2:18][C:19]1[CH:20]=[CH:21][CH:22]=[CH:23][CH:24]=1)[OH:14])[C@H:10]([OH:25])[CH2:11][CH:12]=[O:13])[C:2]1[CH:3]=[CH:4][CH:5]=[CH:6][CH:7]=1. The catalyst class is: 1.